Dataset: Buchwald-Hartwig C-N cross coupling reaction yields with 55,370 reactions. Task: Predict the reaction yield, written as a fraction of the theoretical maximum amount of product (1.0 means a 100% yield; for example, 0.34 means a 34% yield). The yield is 0.0255. The product is COc1ccc(Nc2ccc(C)cc2)cc1. No catalyst specified. The reactants are COc1ccc(Cl)cc1.Cc1ccc(N)cc1.O=S(=O)(O[Pd]1c2ccccc2-c2ccccc2N~1)C(F)(F)F.CC(C)c1cc(C(C)C)c(-c2ccccc2P(C2CCCCC2)C2CCCCC2)c(C(C)C)c1.CCN=P(N=P(N(C)C)(N(C)C)N(C)C)(N(C)C)N(C)C.Fc1cccc(F)c1-c1ccno1.